The task is: Predict which catalyst facilitates the given reaction.. This data is from Catalyst prediction with 721,799 reactions and 888 catalyst types from USPTO. (1) Reactant: [OH:1][C:2]1[CH:10]=[CH:9][C:8](O)=[CH:7][C:3]=1[C:4]([OH:6])=[O:5].[CH:12](O)([CH3:14])[CH3:13].S(=O)(=O)(O)O. Product: [CH:12]([O:1][C:2]1[C:3](=[CH:7][CH:8]=[CH:9][CH:10]=1)[C:4]([OH:6])=[O:5])([CH3:14])[CH3:13]. The catalyst class is: 81. (2) Reactant: Br[C:2]1[C:3]2[C:7]([CH:8]=[CH:9][CH:10]=1)=[N:6][N:5]1[C:11]([CH:16]3[CH2:21][CH2:20][N:19]([C:22]([O:24][C:25]([CH3:28])([CH3:27])[CH3:26])=[O:23])[CH2:18][CH2:17]3)=[CH:12][C:13](=[O:15])[NH:14][C:4]=21.[S:29]1[CH:33]=[CH:32][C:31](B(O)O)=[CH:30]1.P([O-])([O-])([O-])=O.[K+].[K+].[K+]. Product: [O:15]=[C:13]1[CH:12]=[C:11]([CH:16]2[CH2:17][CH2:18][N:19]([C:22]([O:24][C:25]([CH3:26])([CH3:27])[CH3:28])=[O:23])[CH2:20][CH2:21]2)[N:5]2[N:6]=[C:7]3[C:3]([C:2]([C:31]4[CH:32]=[CH:33][S:29][CH:30]=4)=[CH:10][CH:9]=[CH:8]3)=[C:4]2[NH:14]1. The catalyst class is: 30. (3) Reactant: [Cl-].[OH:2][NH3+:3].[C:4](=[O:7])([O-])O.[Na+].CS(C)=O.[Si]([O:20][CH:21]1[CH2:26][CH2:25][CH:24]([O:27][C:28]2[CH:33]=[CH:32][C:31]([N:34]3[C:39](=[O:40])[C:38]([CH2:41][C:42]4[CH:47]=[CH:46][C:45]([C:48]5[C:49]([C:54]#[N:55])=[CH:50][CH:51]=[CH:52][CH:53]=5)=[CH:44][CH:43]=4)=[C:37]([CH2:56][CH2:57][CH3:58])[N:36]=[C:35]3[CH2:59][F:60])=[CH:30][CH:29]=2)[CH2:23][CH2:22]1)(C(C)(C)C)(C)C. Product: [F:60][CH2:59][C:35]1[N:34]([C:31]2[CH:32]=[CH:33][C:28]([O:27][CH:24]3[CH2:25][CH2:26][CH:21]([OH:20])[CH2:22][CH2:23]3)=[CH:29][CH:30]=2)[C:39](=[O:40])[C:38]([CH2:41][C:42]2[CH:43]=[CH:44][C:45]([C:48]3[CH:53]=[CH:52][CH:51]=[CH:50][C:49]=3[C:54]3[NH:55][C:4](=[O:7])[O:2][N:3]=3)=[CH:46][CH:47]=2)=[C:37]([CH2:56][CH2:57][CH3:58])[N:36]=1. The catalyst class is: 13. (4) Reactant: [Cl-:1].[OH:2][C:3]1[CH:8]=[CH:7][C:6]([S+:9]([C:16]2[CH:21]=[CH:20][CH:19]=[CH:18][CH:17]=2)[C:10]2[CH:15]=[CH:14][CH:13]=[CH:12][CH:11]=2)=[CH:5][CH:4]=1.[F:22][C:23]([CH2:26][C:27](O[C:27](=[O:28])[CH2:26][C:23]([F:25])([F:24])[F:22])=[O:28])([F:25])[F:24]. Product: [Cl-:1].[C:10]1([S+:9]([C:16]2[CH:17]=[CH:18][CH:19]=[CH:20][CH:21]=2)[C:6]2[CH:7]=[CH:8][C:3]([O:2][C:27](=[O:28])[CH2:26][C:23]([F:25])([F:24])[F:22])=[CH:4][CH:5]=2)[CH:15]=[CH:14][CH:13]=[CH:12][CH:11]=1. The catalyst class is: 55. (5) Reactant: [OH-].[K+].[F:3][C:4]1([F:34])[CH2:8][N:7]([C:9]([O:11][C:12]([CH3:15])([CH3:14])[CH3:13])=[O:10])[C:6]([CH2:20][C:21]2[CH:26]=[CH:25][C:24]([C:27]3[CH:32]=[CH:31][C:30]([F:33])=[CH:29][N:28]=3)=[CH:23][CH:22]=2)([C:16]([O:18]C)=[O:17])[CH2:5]1. Product: [C:12]([O:11][C:9]([N:7]1[CH2:8][C:4]([F:3])([F:34])[CH2:5][C@@:6]1([CH2:20][C:21]1[CH:26]=[CH:25][C:24]([C:27]2[CH:32]=[CH:31][C:30]([F:33])=[CH:29][N:28]=2)=[CH:23][CH:22]=1)[C:16]([OH:18])=[O:17])=[O:10])([CH3:15])([CH3:13])[CH3:14]. The catalyst class is: 58. (6) Reactant: Cl[C:2]1[S:3][C:4]2[CH:10]=[CH:9][CH:8]=[CH:7][C:5]=2[N:6]=1.[O:11]1[CH2:16][CH2:15][CH:14]([C:17]2[C:18]([O:23][C:24]3[CH:30]=[CH:29][C:27]([NH2:28])=[CH:26][CH:25]=3)=[N:19][CH:20]=[N:21][CH:22]=2)[CH2:13][CH2:12]1. Product: [O:11]1[CH2:12][CH2:13][CH:14]([C:17]2[C:18]([O:23][C:24]3[CH:30]=[CH:29][C:27]([NH:28][C:2]4[S:3][C:4]5[CH:10]=[CH:9][CH:8]=[CH:7][C:5]=5[N:6]=4)=[CH:26][CH:25]=3)=[N:19][CH:20]=[N:21][CH:22]=2)[CH2:15][CH2:16]1. The catalyst class is: 32. (7) Reactant: [Cl:1][C:2]1[N:7]=[C:6]([Cl:8])[C:5]([O:9][CH2:10][C:11](N(OC)CC)=[O:12])=[C:4]([N:18]2[CH2:23][CH2:22][O:21][CH2:20][CH2:19]2)[N:3]=1.[CH3:24][Mg]Br. Product: [Cl:1][C:2]1[N:7]=[C:6]([Cl:8])[C:5]([O:9][CH2:10][C:11](=[O:12])[CH3:24])=[C:4]([N:18]2[CH2:23][CH2:22][O:21][CH2:20][CH2:19]2)[N:3]=1. The catalyst class is: 1.